This data is from Full USPTO retrosynthesis dataset with 1.9M reactions from patents (1976-2016). The task is: Predict the reactants needed to synthesize the given product. (1) Given the product [C:7]([C:6]1[CH:9]=[C:10]([C:23]2[N:24]=[CH:25][C:26]([C:29]3[C:30]([O:43][CH3:44])=[C:31]([CH2:35][CH2:36][CH2:37][C:38]([O:40][CH2:41][CH3:42])=[O:39])[CH:32]=[CH:33][CH:34]=3)=[CH:27][N:28]=2)[CH:11]=[CH:12][C:5]=1[O:4][CH:2]([CH3:1])[CH3:3])#[N:8], predict the reactants needed to synthesize it. The reactants are: [CH3:1][CH:2]([O:4][C:5]1[CH:12]=[CH:11][C:10](B2OC(C)(C)C(C)(C)O2)=[CH:9][C:6]=1[C:7]#[N:8])[CH3:3].Cl[C:23]1[N:28]=[CH:27][C:26]([C:29]2[C:30]([O:43][CH3:44])=[C:31]([CH2:35][CH2:36][CH2:37][C:38]([O:40][CH2:41][CH3:42])=[O:39])[CH:32]=[CH:33][CH:34]=2)=[CH:25][N:24]=1.P([O-])([O-])([O-])=O.[K+].[K+].[K+]. (2) Given the product [CH3:14][O:15][CH:16]([O:20][CH3:21])[CH2:13][C:5]1[CH:6]=[CH:7][CH:8]=[C:9]([N+:10]([O-:12])=[O:11])[C:4]=1[N+:1]([O-:3])=[O:2], predict the reactants needed to synthesize it. The reactants are: [N+:1]([C:4]1[C:9]([N+:10]([O-:12])=[O:11])=[CH:8][CH:7]=[CH:6][C:5]=1[CH3:13])([O-:3])=[O:2].[CH3:14][O:15][CH:16]([O:20][CH3:21])N(C)C.Cl[Si](C)(C)C. (3) Given the product [C:33]([OH:36])([C:18]([F:21])([F:20])[F:19])=[O:34].[NH2:23][C:24]1[N:29]=[CH:28][N:27]([CH3:30])[C:26](=[O:31])[C:25]=1[C:9]1[CH:17]=[C:16]([C:18]([F:19])([F:20])[F:21])[CH:15]=[C:14]2[C:10]=1[CH:11]=[N:12][NH:13]2, predict the reactants needed to synthesize it. The reactants are: CC1(C)C(C)(C)OB([C:9]2[CH:17]=[C:16]([C:18]([F:21])([F:20])[F:19])[CH:15]=[C:14]3[C:10]=2[CH:11]=[N:12][NH:13]3)O1.[NH2:23][C:24]1[N:29]=[CH:28][N:27]([CH3:30])[C:26](=[O:31])[C:25]=1Br.[C:33]([O-:36])(O)=[O:34].[Na+]. (4) Given the product [OH:38][CH2:37][CH2:36][CH2:35][CH2:34][N:15]1[C:16]([CH3:33])=[C:17]([C:24]2[CH:29]=[CH:28][C:27]([N+:30]([O-:32])=[O:31])=[CH:26][CH:25]=2)[C:18]([C:19]([O:21][CH2:22][CH3:23])=[O:20])=[C:14]1[CH3:13], predict the reactants needed to synthesize it. The reactants are: ICCCCOC1CCCCO1.[CH3:13][C:14]1[N:15]([CH2:34][CH2:35][CH2:36][CH2:37][O:38]C2CCCCO2)[C:16]([CH3:33])=[C:17]([C:24]2[CH:29]=[CH:28][C:27]([N+:30]([O-:32])=[O:31])=[CH:26][CH:25]=2)[C:18]=1[C:19]([O:21][CH2:22][CH3:23])=[O:20].Cl.C(=O)(O)[O-].[Na+]. (5) Given the product [F:43][C:40]([F:41])([F:42])[C:32]1[CH:31]=[C:30]([CH:35]=[C:34]([C:36]([F:39])([F:38])[F:37])[CH:33]=1)[CH2:29][N:22]([C:23]1[O:27][N:26]=[C:25]([CH3:28])[CH:24]=1)[C@H:18]1[CH2:19][CH2:20][CH2:21][NH:15][C:16]2[CH:47]=[C:46]([C:48]([F:51])([F:49])[F:50])[C:45]([CH3:52])=[CH:44][C:17]1=2, predict the reactants needed to synthesize it. The reactants are: FC(F)(F)C(O)=O.C(OC([N:15]1[CH2:21][CH2:20][CH2:19][C@H:18]([N:22]([CH2:29][C:30]2[CH:35]=[C:34]([C:36]([F:39])([F:38])[F:37])[CH:33]=[C:32]([C:40]([F:43])([F:42])[F:41])[CH:31]=2)[C:23]2[O:27][N:26]=[C:25]([CH3:28])[CH:24]=2)[C:17]2[CH:44]=[C:45]([CH3:52])[C:46]([C:48]([F:51])([F:50])[F:49])=[CH:47][C:16]1=2)=O)(C)(C)C.C(=O)(O)[O-].[Na+].